Dataset: Catalyst prediction with 721,799 reactions and 888 catalyst types from USPTO. Task: Predict which catalyst facilitates the given reaction. (1) Reactant: [Br:1][C:2]1[S:6][CH:5]=[C:4]([C:7]([OH:9])=O)[CH:3]=1.[CH2:10]([NH2:12])[CH3:11]. Product: [Br:1][C:2]1[S:6][CH:5]=[C:4]([C:7]([NH:12][CH2:10][CH3:11])=[O:9])[CH:3]=1. The catalyst class is: 6. (2) Reactant: [NH2:1][C@@H:2]([C:10]([OH:12])=[O:11])[CH2:3][C:4]1[CH:9]=[CH:8][CH:7]=[CH:6][CH:5]=1.[OH-].[Na+].Cl[C:16]([O:18][CH3:19])=[O:17].Cl. Product: [CH3:19][O:18][C:16]([NH:1][C@H:2]([CH2:3][C:4]1[CH:9]=[CH:8][CH:7]=[CH:6][CH:5]=1)[C:10]([OH:12])=[O:11])=[O:17]. The catalyst class is: 132. (3) Reactant: [Cl:1][C:2]1[CH:7]=[CH:6][N:5]=[C:4]([NH2:8])[N:3]=1.[CH3:9][N:10]([CH3:15])[CH2:11][CH2:12][NH:13][CH3:14].C(N(C(C)C)C(C)C)C. Product: [ClH:1].[ClH:1].[CH3:9][N:10]([CH3:15])[CH2:11][CH2:12][N:13]([CH3:14])[C:2]1[CH:7]=[CH:6][N:5]=[C:4]([NH2:8])[N:3]=1. The catalyst class is: 259. (4) Product: [CH3:14][O:12][C:11](=[O:13])[CH2:10][C:3]1[CH:4]=[CH:5][C:6]([O:8][CH3:9])=[CH:7][C:2]=1[Br:1]. Reactant: [Br:1][C:2]1[CH:7]=[C:6]([O:8][CH3:9])[CH:5]=[CH:4][C:3]=1[CH2:10][C:11]([OH:13])=[O:12].[CH3:14]O. The catalyst class is: 82. (5) Reactant: [S:1]1[C:5]2[CH:6]=[CH:7][CH:8]=[CH:9][C:4]=2[CH:3]=[C:2]1[C:10]([NH:12][C@H:13]([C:18]([NH:20][CH2:21][CH2:22][CH2:23][CH2:24][NH:25]C(=O)OC(C)(C)C)=[O:19])[CH2:14][CH:15]([CH3:17])[CH3:16])=[O:11].[ClH:33]. Product: [ClH:33].[NH2:25][CH2:24][CH2:23][CH2:22][CH2:21][NH:20][C:18]([C@@H:13]([NH:12][C:10]([C:2]1[S:1][C:5]2[CH:6]=[CH:7][CH:8]=[CH:9][C:4]=2[CH:3]=1)=[O:11])[CH2:14][CH:15]([CH3:16])[CH3:17])=[O:19]. The catalyst class is: 135.